Dataset: Full USPTO retrosynthesis dataset with 1.9M reactions from patents (1976-2016). Task: Predict the reactants needed to synthesize the given product. Given the product [CH3:36][C@@H:29]([C@@H:20]1[C@:19]2([CH3:37])[C@H:23]([C@H:24]3[C@H:16]([CH2:17][CH2:18]2)[C@:15]2([CH3:38])[C@H:27]([CH2:28][C@@H:12]([O:11][CH2:10][CH2:9][OH:8])[CH2:13][CH2:14]2)[CH2:26][CH2:25]3)[CH2:22][CH2:21]1)[CH2:30][CH2:31][CH2:32][CH:33]([CH3:34])[CH3:35], predict the reactants needed to synthesize it. The reactants are: C([Si]([O:8][CH2:9][CH2:10][O:11][C@@H:12]1[CH2:28][C@H:27]2[C@@:15]([CH3:38])([C@@H:16]3[C@@H:24]([CH2:25][CH2:26]2)[C@H:23]2[C@@:19]([CH3:37])([C@@H:20]([C@H:29]([CH3:36])[CH2:30][CH2:31][CH2:32][CH:33]([CH3:35])[CH3:34])[CH2:21][CH2:22]2)[CH2:18][CH2:17]3)[CH2:14][CH2:13]1)(C)C)(C)(C)C.[F-].C([N+](CCCC)(CCCC)CCCC)CCC.